From a dataset of Forward reaction prediction with 1.9M reactions from USPTO patents (1976-2016). Predict the product of the given reaction. (1) Given the reactants C(OC([N:8]1[CH2:32][CH2:31][C:11]2[N:12]=[C:13]([CH2:24][C:25]3[CH:30]=[CH:29][CH:28]=[CH:27][CH:26]=3)[N:14]=[C:15](OS(C(F)(F)F)(=O)=O)[C:10]=2[CH2:9]1)=O)(C)(C)C.C(OC(N1CCC2N=C(C[C:50]3[CH:55]=[CH:54][CH:53]=[CH:52][CH:51]=3)N=C(O)C=2C1)=O)(C)(C)C.CC([O-])(C)C.[K+].C1C=CC(N(S(C(F)(F)F)(=O)=O)S(C(F)(F)[F:75])(=O)=O)=CC=1, predict the reaction product. The product is: [CH2:24]([C:13]1[N:14]=[C:15]([C:53]2[CH:54]=[CH:55][C:50]([F:75])=[CH:51][CH:52]=2)[C:10]2[CH2:9][NH:8][CH2:32][CH2:31][C:11]=2[N:12]=1)[C:25]1[CH:26]=[CH:27][CH:28]=[CH:29][CH:30]=1. (2) Given the reactants [F:1][C:2]1[CH:7]=[CH:6][C:5]([C:8]2[C:16]([C:17]3[CH:22]=[CH:21][N:20]=[CH:19][CH:18]=3)=[C:11]3[CH:12]=[CH:13][CH:14]=[CH:15][N:10]3[N:9]=2)=[CH:4][CH:3]=1.C([Li])CCC.[Br:28]N1C(=O)CCC1=O, predict the reaction product. The product is: [Br:28][C:15]1[N:10]2[N:9]=[C:8]([C:5]3[CH:6]=[CH:7][C:2]([F:1])=[CH:3][CH:4]=3)[C:16]([C:17]3[CH:18]=[CH:19][N:20]=[CH:21][CH:22]=3)=[C:11]2[CH:12]=[CH:13][CH:14]=1. (3) Given the reactants C([N:8]1[CH2:13][CH2:12][C:11](=O)[CH:10]([C:15]2[CH:20]=[CH:19][CH:18]=[CH:17][CH:16]=2)[CH2:9]1)C1C=CC=CC=1.[CH3:21][N:22]1[CH2:27][CH2:26][NH:25][CH2:24][CH2:23]1.[F:28][C:29]1[CH:30]=[C:31]([CH:35]=[C:36]([F:38])[CH:37]=1)[C:32](Cl)=[O:33], predict the reaction product. The product is: [F:28][C:29]1[CH:30]=[C:31]([C:32]([N:8]2[CH2:13][CH2:12][C@H:11]([N:25]3[CH2:26][CH2:27][N:22]([CH3:21])[CH2:23][CH2:24]3)[C@H:10]([C:15]3[CH:16]=[CH:17][CH:18]=[CH:19][CH:20]=3)[CH2:9]2)=[O:33])[CH:35]=[C:36]([F:38])[CH:37]=1.